Dataset: Reaction yield outcomes from USPTO patents with 853,638 reactions. Task: Predict the reaction yield, written as a fraction of the theoretical maximum amount of product (1.0 means a 100% yield; for example, 0.34 means a 34% yield). (1) The reactants are [Br:1][C:2]1[N:7]=[CH:6][C:5]([CH:8]=[O:9])=[CH:4][CH:3]=1.[CH2:10](O)[CH2:11][OH:12].C1(C)C=CC(S(O)(=O)=O)=CC=1.C1(C)C=CC=CC=1. The catalyst is O. The product is [Br:1][C:2]1[CH:3]=[CH:4][C:5]([CH:8]2[O:12][CH2:11][CH2:10][O:9]2)=[CH:6][N:7]=1. The yield is 0.590. (2) The reactants are [Br:1][C:2]1[CH:3]=[CH:4][CH:5]=[C:6]2[C:11]=1[N:10]=[C:9]([Cl:12])[N:8]=[C:7]2Cl.[NH:14]1[CH2:19][CH2:18][O:17][CH2:16][CH2:15]1. The product is [Br:1][C:2]1[CH:3]=[CH:4][CH:5]=[C:6]2[C:11]=1[N:10]=[C:9]([Cl:12])[N:8]=[C:7]2[N:14]1[CH2:19][CH2:18][O:17][CH2:16][CH2:15]1. The catalyst is C(Cl)Cl. The yield is 0.390.